From a dataset of Peptide-MHC class II binding affinity with 134,281 pairs from IEDB. Regression. Given a peptide amino acid sequence and an MHC pseudo amino acid sequence, predict their binding affinity value. This is MHC class II binding data. (1) The peptide sequence is AFKVAAGAANAAPAN. The MHC is HLA-DPA10103-DPB10301 with pseudo-sequence HLA-DPA10103-DPB10301. The binding affinity (normalized) is 0.665. (2) The peptide sequence is EVWNRVWITNNPHMQ. The MHC is DRB1_0901 with pseudo-sequence DRB1_0901. The binding affinity (normalized) is 0.508.